Predict the reactants needed to synthesize the given product. From a dataset of Full USPTO retrosynthesis dataset with 1.9M reactions from patents (1976-2016). (1) Given the product [CH2:19]([O:18][C:15]1[CH:16]=[CH:17][C:12]([N:9]2[C:10]([CH3:11])=[C:6]3[C:7]([C:2]([NH:23][NH2:24])=[N:3][N:4]=[C:5]3[CH3:22])=[C:8]2[CH3:21])=[CH:13][CH:14]=1)[CH3:20], predict the reactants needed to synthesize it. The reactants are: Cl[C:2]1[C:7]2=[C:8]([CH3:21])[N:9]([C:12]3[CH:17]=[CH:16][C:15]([O:18][CH2:19][CH3:20])=[CH:14][CH:13]=3)[C:10]([CH3:11])=[C:6]2[C:5]([CH3:22])=[N:4][N:3]=1.[NH2:23][NH2:24]. (2) The reactants are: Br[C:2]1[CH:3]=[C:4]([CH3:11])[C:5](=[O:10])[N:6]([CH2:8][CH3:9])[CH:7]=1.[Cl-].[Li+].C([Mg]Cl)(C)C.[Br:19][C:20]1[CH:25]=[C:24]([C:26]([C:34]2[CH:39]=[CH:38][CH:37]=[C:36]([F:40])[C:35]=2[C:41]#[N:42])=[N:27]S(C(C)(C)C)=O)[CH:23]=[CH:22][N:21]=1.Cl.CO.C([O-])(O)=O.[Na+]. Given the product [NH2:42][C:41]1[C:35]2[C:34](=[CH:39][CH:38]=[CH:37][C:36]=2[F:40])[C:26]([C:2]2[CH:3]=[C:4]([CH3:11])[C:5](=[O:10])[N:6]([CH2:8][CH3:9])[CH:7]=2)([C:24]2[CH:23]=[CH:22][N:21]=[C:20]([Br:19])[CH:25]=2)[N:27]=1, predict the reactants needed to synthesize it. (3) Given the product [OH:1][CH2:2][CH2:3][CH2:4][O:5][C@H:6]1[CH2:11][CH2:10][C@H:9]([N:12]2[C:17](=[O:18])[C:16]([CH2:19][C:20]3[CH:21]=[CH:22][C:23]([C:26]4[C:27]([C:32]#[N:33])=[CH:28][CH:29]=[CH:30][CH:31]=4)=[CH:24][CH:25]=3)=[C:15]([CH2:34][CH2:35][CH3:36])[N:14]3[N:37]=[CH:38][N:39]=[C:13]23)[CH2:8][CH2:7]1, predict the reactants needed to synthesize it. The reactants are: [O:1]1[C:6]2([CH2:11][CH2:10][CH:9]([N:12]3[C:17](=[O:18])[C:16]([CH2:19][C:20]4[CH:25]=[CH:24][C:23]([C:26]5[C:27]([C:32]#[N:33])=[CH:28][CH:29]=[CH:30][CH:31]=5)=[CH:22][CH:21]=4)=[C:15]([CH2:34][CH2:35][CH3:36])[N:14]4[N:37]=[CH:38][N:39]=[C:13]34)[CH2:8][CH2:7]2)[O:5][CH2:4][CH2:3][CH2:2]1.C([BH3-])#N.[Na+].O1CCCC1. (4) Given the product [F:34][C:35]([F:40])([F:39])[C:36]([OH:38])=[O:37].[F:1][C:2]1[CH:7]=[C:6]([S:8]([CH3:11])(=[O:9])=[O:10])[CH:5]=[CH:4][C:3]=1[C:12]1[CH:13]=[CH:14][C:15]2[O:19][C:18]([CH:20]3[CH2:25][CH2:24][NH:23][CH2:22][CH2:21]3)=[N:17][C:16]=2[CH:33]=1, predict the reactants needed to synthesize it. The reactants are: [F:1][C:2]1[CH:7]=[C:6]([S:8]([CH3:11])(=[O:10])=[O:9])[CH:5]=[CH:4][C:3]=1[C:12]1[CH:13]=[CH:14][C:15]2[O:19][C:18]([CH:20]3[CH2:25][CH2:24][N:23](C(OC(C)(C)C)=O)[CH2:22][CH2:21]3)=[N:17][C:16]=2[CH:33]=1.[F:34][C:35]([F:40])([F:39])[C:36]([OH:38])=[O:37]. (5) Given the product [CH:5]1[C:6]([CH2:7][N:8]2[CH:12]=[N:11][CH:10]=[CH:9]2)=[CH:1][CH:2]=[C:3](/[CH:13]=[CH:14]/[C:15]([O-:17])=[O:16])[CH:4]=1.[Na+:18].[CH3:19][C:20]1[CH2:25][C:23](=[O:24])[N:22]([C:26]2[CH:31]=[CH:30][CH:29]=[CH:28][CH:27]=2)[N:21]=1, predict the reactants needed to synthesize it. The reactants are: [CH:1]1[C:6]([CH2:7][N:8]2[CH:12]=[N:11][CH:10]=[CH:9]2)=[CH:5][CH:4]=[C:3](/[CH:13]=[CH:14]/[C:15]([O-:17])=[O:16])[CH:2]=1.[Na+:18].[CH3:19][C:20]1[CH2:25][C:23](=[O:24])[N:22]([C:26]2[CH:27]=[CH:28][CH:29]=[CH:30][CH:31]=2)[N:21]=1. (6) Given the product [C:23]([O:22][C:20]([NH:19][C:15]1[CH:14]=[C:13]([N:12]2[C:3]3[CH:4]=[CH:5][C:6]4[CH:7]=[CH:8][CH:9]=[CH:10][C:11]=4[C:2]=3[NH:1][C:28](=[O:29])[C:27]2=[O:31])[CH:18]=[CH:17][CH:16]=1)=[O:21])([CH3:26])([CH3:25])[CH3:24], predict the reactants needed to synthesize it. The reactants are: [NH2:1][C:2]1[C:11]2[C:6](=[CH:7][CH:8]=[CH:9][CH:10]=2)[CH:5]=[CH:4][C:3]=1[NH:12][C:13]1[CH:18]=[CH:17][CH:16]=[C:15]([NH:19][C:20]([O:22][C:23]([CH3:26])([CH3:25])[CH3:24])=[O:21])[CH:14]=1.[C:27](Cl)(=[O:31])[C:28](Cl)=[O:29].